The task is: Predict the product of the given reaction.. This data is from Forward reaction prediction with 1.9M reactions from USPTO patents (1976-2016). (1) Given the reactants [Br:1][C:2]1[CH:3]=[C:4]2[C:8](=[CH:9][CH:10]=1)[NH:7][C:6]([C:11]([NH2:13])=[O:12])=[C:5]2[S:14]([N:17]1[C:21](O)=[CH:20][CH:19]=[C:18]1O)(=[O:16])=[O:15].ClC1C=C(C=CC=1)C(OO)=[O:29].O1CCCC1, predict the reaction product. The product is: [Br:1][C:2]1[CH:3]=[C:4]2[C:8](=[CH:9][CH:10]=1)[NH:7][C:6]([C:11]([NH2:13])=[O:12])=[C:5]2[S:14]([N:17]1[CH2:18][C@@H:19]2[C@@H:20]([O:29]2)[CH2:21]1)(=[O:16])=[O:15]. (2) Given the reactants C[O:2][C:3](=[O:23])[CH:4]([C:11]1[CH:16]=[CH:15][C:14]([N:17]2[CH2:22][CH2:21][O:20][CH2:19][CH2:18]2)=[CH:13][CH:12]=1)[CH2:5][CH:6]1[CH2:10][CH2:9][CH2:8][CH2:7]1.[OH-].[Li+], predict the reaction product. The product is: [CH:6]1([CH2:5][CH:4]([C:11]2[CH:12]=[CH:13][C:14]([N:17]3[CH2:22][CH2:21][O:20][CH2:19][CH2:18]3)=[CH:15][CH:16]=2)[C:3]([OH:23])=[O:2])[CH2:10][CH2:9][CH2:8][CH2:7]1. (3) Given the reactants [Cl:1][C:2]1[CH:3]=[C:4]([NH:23][C:24]([NH:26][C:27]2[C:32]([CH3:33])=[CH:31][C:30]([CH3:34])=[CH:29][C:28]=2[CH3:35])=[O:25])[C:5]([C:8]([NH:10][C@H:11]([C:19]([O:21]C)=[O:20])[C@@H:12]([CH3:18])[O:13][C:14]([CH3:17])([CH3:16])[CH3:15])=[O:9])=[N:6][CH:7]=1.Cl, predict the reaction product. The product is: [Cl:1][C:2]1[CH:3]=[C:4]([NH:23][C:24]([NH:26][C:27]2[C:28]([CH3:35])=[CH:29][C:30]([CH3:34])=[CH:31][C:32]=2[CH3:33])=[O:25])[C:5]([C:8]([NH:10][C@H:11]([C:19]([OH:21])=[O:20])[C@@H:12]([CH3:18])[O:13][C:14]([CH3:17])([CH3:16])[CH3:15])=[O:9])=[N:6][CH:7]=1. (4) Given the reactants [OH:1][C:2]1[CH:9]=[C:8]([O:10][CH3:11])[CH:7]=[CH:6][C:3]=1[CH:4]=[O:5].[Cl:12]N1C(=O)CCC1=O.[N+]([O-])([O-])=O.[NH4+], predict the reaction product. The product is: [Cl:12][C:7]1[C:8]([O:10][CH3:11])=[CH:9][C:2]([OH:1])=[C:3]([CH:6]=1)[CH:4]=[O:5]. (5) Given the reactants Cl[C:2]1[CH:7]=[CH:6][N:5]=[C:4]2[NH:8][C:9]([C:11]([F:14])([F:13])[F:12])=[CH:10][C:3]=12.[CH3:15][N:16](C=O)C, predict the reaction product. The product is: [F:12][C:11]([F:14])([F:13])[C:9]1[NH:8][C:4]2[N:5]=[CH:6][CH:7]=[C:2]([C:15]#[N:16])[C:3]=2[CH:10]=1. (6) Given the reactants [Cl:1][C:2]1[CH:7]=[CH:6][C:5]([C:8]2[CH:9]=[C:10]([C:20](O)=[O:21])[CH:11]=[N:12][C:13]=2[O:14][CH2:15][C:16]([F:19])([F:18])[F:17])=[CH:4][CH:3]=1.FC(F)(F)C(O)=O.C([Si](C)(C)[O:35][CH:36]1[CH2:39][N:38]([NH2:40])[CH2:37]1)(C)(C)C, predict the reaction product. The product is: [Cl:1][C:2]1[CH:7]=[CH:6][C:5]([C:8]2[CH:9]=[C:10]([C:20]([NH:40][N:38]3[CH2:39][CH:36]([OH:35])[CH2:37]3)=[O:21])[CH:11]=[N:12][C:13]=2[O:14][CH2:15][C:16]([F:19])([F:17])[F:18])=[CH:4][CH:3]=1.